From a dataset of Full USPTO retrosynthesis dataset with 1.9M reactions from patents (1976-2016). Predict the reactants needed to synthesize the given product. (1) Given the product [Br:38][C:4]1[CH:3]=[C:2]([Cl:1])[CH:7]=[CH:6][C:5]=1[C:8]1[N:12]([CH2:13][CH:14]2[CH2:19][CH2:18][CH2:17][CH2:16][CH2:15]2)[C:11]2[CH:25]=[C:26]([F:30])[C:27]([F:29])=[CH:28][C:10]=2[N:9]=1, predict the reactants needed to synthesize it. The reactants are: [Cl:1][C:2]1[CH:7]=[CH:6][C:5]([C:8]2[N:12]([CH2:13][C:14]3[CH:19]=[CH:18][C:17](CCC(O)=O)=[CH:16][CH:15]=3)[C:11]3[CH:25]=[C:26]([F:30])[C:27]([F:29])=[CH:28][C:10]=3[N:9]=2)=[C:4](OCC2CCCC2)[CH:3]=1.[Br:38]C1C=C(Cl)C=CC=1C1NC2C=C(F)C(F)=CC=2N=1.BrCC1CCCCC1. (2) Given the product [CH2:3]([O:10][C:11]1[CH:12]=[CH:13][C:14]([CH:17]2[C:26]3[C:21](=[CH:22][C:23]([O:27][CH3:28])=[CH:24][CH:25]=3)[CH2:20][CH2:19][NH:18]2)=[CH:15][CH:16]=1)[C:4]1[CH:5]=[CH:6][CH:7]=[CH:8][CH:9]=1, predict the reactants needed to synthesize it. The reactants are: [BH4-].[Na+].[CH2:3]([O:10][C:11]1[CH:16]=[CH:15][C:14]([C:17]2[C:26]3[C:21](=[CH:22][C:23]([O:27][CH3:28])=[CH:24][CH:25]=3)[CH2:20][CH2:19][N:18]=2)=[CH:13][CH:12]=1)[C:4]1[CH:9]=[CH:8][CH:7]=[CH:6][CH:5]=1. (3) Given the product [OH:2][CH2:1][C:3]1[CH:4]=[C:5]2[C:10](=[CH:11][CH:12]=1)[N:9]([C:13]([O:15][C:16]([CH3:19])([CH3:18])[CH3:17])=[O:14])[C:8]([CH3:21])([CH3:20])[CH:7]=[C:6]2[CH3:22], predict the reactants needed to synthesize it. The reactants are: [CH:1]([C:3]1[CH:4]=[C:5]2[C:10](=[CH:11][CH:12]=1)[N:9]([C:13]([O:15][C:16]([CH3:19])([CH3:18])[CH3:17])=[O:14])[C:8]([CH3:21])([CH3:20])[CH:7]=[C:6]2[CH3:22])=[O:2].[BH4-].[Na+].[Cl-].[NH4+]. (4) Given the product [F:1][C:2]([F:29])([F:28])[C:3]1[CH:4]=[C:5]([CH:21]=[C:22]([C:24]([F:27])([F:26])[F:25])[CH:23]=1)[CH2:6][O:7][CH2:8][C:9]1([CH2:18][CH2:19][N:33]([CH3:32])[CH3:30])[C:17]2[C:12](=[CH:13][CH:14]=[CH:15][CH:16]=2)[CH2:11][O:10]1, predict the reactants needed to synthesize it. The reactants are: [F:1][C:2]([F:29])([F:28])[C:3]1[CH:4]=[C:5]([CH:21]=[C:22]([C:24]([F:27])([F:26])[F:25])[CH:23]=1)[CH2:6][O:7][CH2:8][C:9]1([CH2:18][CH2:19]N)[C:17]2[C:12](=[CH:13][CH:14]=[CH:15][CH:16]=2)[CH2:11][O:10]1.[CH2:30]=O.[C:32]([BH3-])#[N:33].[Na+]. (5) The reactants are: C([O:4][C:5]1[C:6]([CH3:25])=[C:7]2[CH2:23][CH2:22][N:21]([CH3:24])[C:8]2=[N:9][C:10]=1[CH2:11][CH2:12][CH2:13][CH2:14][CH2:15][CH2:16][CH2:17][CH2:18][CH2:19][CH3:20])(=O)C.CC(C[AlH]CC(C)C)C.C(C(C(C([O-])=O)O)O)([O-])=O.[K+].[Na+].CO.C(Cl)Cl.[C:52]([OH:58])([C:54]([F:57])([F:56])[F:55])=[O:53]. Given the product [F:55][C:54]([F:57])([F:56])[C:52]([OH:58])=[O:53].[CH3:24][N:21]1[C:8]2=[N:9][C:10]([CH2:11][CH2:12][CH2:13][CH2:14][CH2:15][CH2:16][CH2:17][CH2:18][CH2:19][CH3:20])=[C:5]([OH:4])[C:6]([CH3:25])=[C:7]2[CH2:23][CH2:22]1, predict the reactants needed to synthesize it. (6) The reactants are: C([N:8]1[CH2:13][CH2:12][N:11](CC2C=CC=CC=2)[CH2:10][C@@H:9]1[CH2:21][CH2:22][CH:23]=[CH:24][C:25]1[CH:30]=[CH:29][CH:28]=[CH:27][CH:26]=1)C1C=CC=CC=1.C(O)=O.N. Given the product [C:25]1([CH2:24][CH2:23][CH2:22][CH2:21][C@H:9]2[CH2:10][NH:11][CH2:12][CH2:13][NH:8]2)[CH:30]=[CH:29][CH:28]=[CH:27][CH:26]=1, predict the reactants needed to synthesize it. (7) The reactants are: [NH2:1][C:2]1[N:7]=[CH:6][N:5]=[C:4]2[N:8]([CH:25]([C:27]3[O:28][C:29]4[C:34]([C:35](=[O:44])[C:36]=3[C:37]3[CH:42]=[CH:41][CH:40]=[C:39]([F:43])[CH:38]=3)=[CH:33][CH:32]=[CH:31][CH:30]=4)[CH3:26])[N:9]=[C:10]([C:11]3[S:15][C:14]([CH2:16][NH:17]C(=O)OC(C)(C)C)=[CH:13][CH:12]=3)[C:3]=12. Given the product [NH2:1][C:2]1[N:7]=[CH:6][N:5]=[C:4]2[N:8]([CH:25]([C:27]3[O:28][C:29]4[C:34]([C:35](=[O:44])[C:36]=3[C:37]3[CH:42]=[CH:41][CH:40]=[C:39]([F:43])[CH:38]=3)=[CH:33][CH:32]=[CH:31][CH:30]=4)[CH3:26])[N:9]=[C:10]([C:11]3[S:15][C:14]([CH2:16][NH2:17])=[CH:13][CH:12]=3)[C:3]=12, predict the reactants needed to synthesize it. (8) Given the product [Cl:1][C:2]1[CH:7]=[C:6]([O:8][C:9]2[C:18]3[C:13](=[CH:14][C:15]([O:21][CH2:42][CH2:43][N:44]4[CH2:49][CH2:48][O:47][CH2:46][CH2:45]4)=[C:16]([O:19][CH3:20])[CH:17]=3)[N:12]=[CH:11][CH:10]=2)[CH:5]=[CH:4][C:3]=1[NH:22][C:23]([NH:25][C:26]1[CH:31]=[CH:30][C:29]([F:32])=[CH:28][C:27]=1[F:33])=[O:24], predict the reactants needed to synthesize it. The reactants are: [Cl:1][C:2]1[CH:7]=[C:6]([O:8][C:9]2[C:18]3[C:13](=[CH:14][C:15]([OH:21])=[C:16]([O:19][CH3:20])[CH:17]=3)[N:12]=[CH:11][CH:10]=2)[CH:5]=[CH:4][C:3]=1[NH:22][C:23]([NH:25][C:26]1[CH:31]=[CH:30][C:29]([F:32])=[CH:28][C:27]=1[F:33])=[O:24].C(=O)([O-])[O-].[K+].[K+].Cl.Cl[CH2:42][CH2:43][N:44]1[CH2:49][CH2:48][O:47][CH2:46][CH2:45]1.C(=O)([O-])O.[Na+].